Dataset: Reaction yield outcomes from USPTO patents with 853,638 reactions. Task: Predict the reaction yield, written as a fraction of the theoretical maximum amount of product (1.0 means a 100% yield; for example, 0.34 means a 34% yield). (1) The reactants are [Na:1].[CH2:2]1[C:6]2([O:11][CH2:10][CH:9]([CH2:12][O:13][C:14]3[CH:19]=[CH:18][N:17]=[C:16]([CH2:20][S:21]([C:23]4[NH:27][C:26]5[CH:28]=[CH:29][CH:30]=[CH:31][C:25]=5[N:24]=4)=[O:22])[C:15]=3[CH3:32])[CH2:8][O:7]2)[CH2:5][CH2:4]C1.OCC(CO)CO.C1(=O)CCC1. No catalyst specified. The product is [Na:1].[CH2:2]1[C:6]2([O:11][CH2:10][CH:9]([CH2:12][O:13][C:14]3[CH:19]=[CH:18][N:17]=[C:16]([CH2:20][S:21]([C:23]4[NH:27][C:26]5[CH:28]=[CH:29][CH:30]=[CH:31][C:25]=5[N:24]=4)=[O:22])[C:15]=3[CH3:32])[CH2:8][O:7]2)[CH2:5][CH2:4]1. The yield is 0.0620. (2) The reactants are [H-].[Na+].[NH:3]1[C:13]2[C:8](=[CH:9][CH:10]=[CH:11][CH:12]=2)[C:6](=[O:7])[C:4]1=[O:5].Br[CH2:15][CH2:16][CH:17]1[CH2:19][CH2:18]1. The catalyst is CN(C)C=O. The product is [CH:17]1([CH2:16][CH2:15][N:3]2[C:13]3[C:8](=[CH:9][CH:10]=[CH:11][CH:12]=3)[C:6](=[O:7])[C:4]2=[O:5])[CH2:19][CH2:18]1. The yield is 0.900. (3) The reactants are C(NCC)C.C(O)(C)(C)C.[N+:11]([C:14]1[CH:15]=[C:16]([C:20](=[O:22])[CH3:21])[CH:17]=[CH:18][CH:19]=1)([O-:13])=[O:12].Br[CH2:24][C:25]([C:27]1[CH:32]=[CH:31][CH:30]=[C:29]([N+:33]([O-:35])=[O:34])[CH:28]=1)=[O:26].[Cl-].[Na+]. The catalyst is C1C=CC=CC=1.O.[Cl-].[Zn+2].[Cl-].CO. The product is [N+:11]([C:14]1[CH:15]=[C:16]([C:20](=[O:22])[CH2:21][CH2:24][C:25]([C:27]2[CH:32]=[CH:31][CH:30]=[C:29]([N+:33]([O-:35])=[O:34])[CH:28]=2)=[O:26])[CH:17]=[CH:18][CH:19]=1)([O-:13])=[O:12]. The yield is 0.900. (4) The reactants are C([O:8][C:9]1[CH:18]=[C:17]2[C:12]([C:13]([O:19][C:20]3[CH:25]=[CH:24][C:23]([N+:26]([O-:28])=[O:27])=[CH:22][C:21]=3[F:29])=[CH:14][CH:15]=[N:16]2)=[CH:11][C:10]=1[O:30][CH3:31])C1C=CC=CC=1.Br. The catalyst is C(O)(=O)C.CCOCC. The product is [F:29][C:21]1[CH:22]=[C:23]([N+:26]([O-:28])=[O:27])[CH:24]=[CH:25][C:20]=1[O:19][C:13]1[C:12]2[C:17](=[CH:18][C:9]([OH:8])=[C:10]([O:30][CH3:31])[CH:11]=2)[N:16]=[CH:15][CH:14]=1. The yield is 0.975.